This data is from Reaction yield outcomes from USPTO patents with 853,638 reactions. The task is: Predict the reaction yield, written as a fraction of the theoretical maximum amount of product (1.0 means a 100% yield; for example, 0.34 means a 34% yield). (1) The reactants are [S:1]([O-:6])(O[O-])(=O)=[O:2].[K+].[K+].[Cl:9][C:10]1[CH:15]=[CH:14][C:13]([CH2:16][C:17]([NH:19][C:20]2[CH:21]=[N:22][CH:23]=[C:24]([C:26]([C:28]3[C:36]4[CH:35]=[N:34][CH:33]=[N:32][C:31]=4[N:30]([CH2:37]SC)[CH:29]=3)=[O:27])[CH:25]=2)=[O:18])=[CH:12][CH:11]=1.S(S([O-])=O)([O-])(=O)=O.[Na+].[Na+].[CH3:49]O. The catalyst is O. The product is [Cl:9][C:10]1[CH:15]=[CH:14][C:13]([CH2:16][C:17]([NH:19][C:20]2[CH:21]=[N:22][CH:23]=[C:24]([C:26]([C:28]3[C:36]4[CH:35]=[N:34][CH:33]=[N:32][C:31]=4[N:30]([CH2:37][S:1]([CH3:49])(=[O:6])=[O:2])[CH:29]=3)=[O:27])[CH:25]=2)=[O:18])=[CH:12][CH:11]=1. The yield is 0.170. (2) The reactants are Cl.[CH3:2][C:3]1[C:7]2[CH:8]=[CH:9][CH:10]=[CH:11][C:6]=2[O:5][C:4]=1[CH:12]1[CH2:15][NH:14][CH2:13]1.Cl.[CH3:17][N:18]1[CH2:23][CH2:22][C:21]2([CH2:32][C:31]3[C:26](=[N:27][CH:28]=[C:29](/[CH:33]=[CH:34]/[C:35](O)=[O:36])[CH:30]=3)[NH:25][C:24]2=[O:38])[CH2:20][CH2:19]1.CCN=C=NCCCN(C)C.Cl.C1C=NC2N(O)N=NC=2C=1.C(N(CC)C(C)C)(C)C. The catalyst is CN(C=O)C. The product is [CH3:17][N:18]1[CH2:19][CH2:20][C:21]2([CH2:32][C:31]3[C:26](=[N:27][CH:28]=[C:29](/[CH:33]=[CH:34]/[C:35]([N:14]4[CH2:13][CH:12]([C:4]5[O:5][C:6]6[CH:11]=[CH:10][CH:9]=[CH:8][C:7]=6[C:3]=5[CH3:2])[CH2:15]4)=[O:36])[CH:30]=3)[NH:25][C:24]2=[O:38])[CH2:22][CH2:23]1. The yield is 0.350.